Dataset: Experimentally validated miRNA-target interactions with 360,000+ pairs, plus equal number of negative samples. Task: Binary Classification. Given a miRNA mature sequence and a target amino acid sequence, predict their likelihood of interaction. The miRNA is hsa-miR-506-3p with sequence UAAGGCACCCUUCUGAGUAGA. The protein sequence of the target gene is MAFIAKSFYDLSAISLDGEKVDFNTFRGRAVLIENVASLUGTTTRDFTQLNELQCRFPRRLVVLGFPCNQFGHQENCQNEEILNSLKYVRPGGGYQPTFTLVQKCEVNGQNEHPVFAYLKDKLPYPYDDPFSLMTDPKLIIWSPVRRSDVAWNFEKFLIGPEGEPFRRYSRTFPTINIEPDIKRLLKVAI. Result: 0 (no interaction).